From a dataset of Forward reaction prediction with 1.9M reactions from USPTO patents (1976-2016). Predict the product of the given reaction. (1) Given the reactants [CH2:1]([O:3][CH2:4][N:5]([C:16]1[CH:20]=[C:19]([CH3:21])[O:18][N:17]=1)[S:6]([C:9]1[CH:13]=[C:12]([CH3:14])[S:11][C:10]=1Br)(=[O:8])=[O:7])[CH3:2].[CH:22]([C:24]1[CH:29]=[CH:28][C:27](B(O)O)=[CH:26][CH:25]=1)=[O:23].C(=O)([O-])[O-].[Na+].[Na+], predict the reaction product. The product is: [CH2:1]([O:3][CH2:4][N:5]([C:16]1[CH:20]=[C:19]([CH3:21])[O:18][N:17]=1)[S:6]([C:9]1[CH:13]=[C:12]([CH3:14])[S:11][C:10]=1[C:27]1[CH:28]=[CH:29][C:24]([CH:22]=[O:23])=[CH:25][CH:26]=1)(=[O:8])=[O:7])[CH3:2]. (2) Given the reactants C([O:8][C:9]1[CH:14]=[CH:13][C:12]([C:15]2[NH:41][C:18]3[N:19]=[CH:20][N:21]=[C:22]([O:23][C:24]4[CH:29]=[CH:28][C:27]([NH:30][C:31]([NH:33][C:34]5[CH:39]=[CH:38][CH:37]=[C:36]([F:40])[CH:35]=5)=[O:32])=[CH:26][CH:25]=4)[C:17]=3[CH:16]=2)=[CH:11][CH:10]=1)C1C=CC=CC=1.C(=O)([O-])[O-].[K+].[K+].C(OCC)(=O)C.O1CCCC1, predict the reaction product. The product is: [F:40][C:36]1[CH:35]=[C:34]([NH:33][C:31]([NH:30][C:27]2[CH:26]=[CH:25][C:24]([O:23][C:22]3[C:17]4[CH:16]=[C:15]([C:12]5[CH:11]=[CH:10][C:9]([OH:8])=[CH:14][CH:13]=5)[NH:41][C:18]=4[N:19]=[CH:20][N:21]=3)=[CH:29][CH:28]=2)=[O:32])[CH:39]=[CH:38][CH:37]=1. (3) The product is: [ClH:15].[CH3:1][N:2]1[CH2:7][CH2:6][C:5]2[N:8]=[C:9]([C:11]([OH:13])=[O:12])[S:10][C:4]=2[CH2:3]1. Given the reactants [CH3:1][N:2]1[CH2:7][CH2:6][C:5]2[N:8]=[C:9]([C:11]([O-:13])=[O:12])[S:10][C:4]=2[CH2:3]1.[Li+].[ClH:15], predict the reaction product.